This data is from Reaction yield outcomes from USPTO patents with 853,638 reactions. The task is: Predict the reaction yield, written as a fraction of the theoretical maximum amount of product (1.0 means a 100% yield; for example, 0.34 means a 34% yield). The reactants are [C:1]1([CH2:7][C:8]2[CH:15]=[CH:14][CH:13]=[C:10]([CH:11]=[O:12])[C:9]=2[OH:16])[CH:6]=[CH:5][CH:4]=[CH:3][CH:2]=1.[OH-:17].[K+]. The catalyst is C(O)C.O.[N+]([O-])([O-])=O.[Ag+]. The product is [C:1]1([CH2:7][C:8]2[CH:15]=[CH:14][CH:13]=[C:10]([C:11]([OH:17])=[O:12])[C:9]=2[OH:16])[CH:2]=[CH:3][CH:4]=[CH:5][CH:6]=1. The yield is 0.340.